From a dataset of Forward reaction prediction with 1.9M reactions from USPTO patents (1976-2016). Predict the product of the given reaction. (1) The product is: [Cl:15][C:4](=[O:5])[CH2:3][CH2:2][C:1]([O:8][CH2:9][CH2:10][CH2:11][CH3:12])=[O:7]. Given the reactants [C:1]([O:8][CH2:9][CH2:10][CH2:11][CH3:12])(=[O:7])[CH2:2][CH2:3][C:4]([O-])=[O:5].S(Cl)([Cl:15])=O, predict the reaction product. (2) Given the reactants C(Cl)(=O)C(Cl)=O.[CH:7]1([C:13]([CH3:17])([CH3:16])[CH2:14][OH:15])[CH2:12][CH2:11][CH2:10][CH2:9][CH2:8]1.C(N(CC)CC)C, predict the reaction product. The product is: [CH:7]1([C:13]([CH3:17])([CH3:16])[CH:14]=[O:15])[CH2:12][CH2:11][CH2:10][CH2:9][CH2:8]1. (3) Given the reactants [CH3:1][N:2]1[C:10]2[C@@:9]3([CH3:14])[C:11]([CH3:13])([CH3:12])[C@H:6]([CH2:7][CH2:8]3)[C:5]=2[C:4](=[O:15])[NH:3]1.Br[CH2:17][C:18]1[O:19][C:20]([C:23]([F:26])([F:25])[F:24])=[CH:21][CH:22]=1, predict the reaction product. The product is: [CH3:1][N:2]1[C:10]2[C@@:9]3([CH3:14])[C:11]([CH3:12])([CH3:13])[C@H:6]([CH2:7][CH2:8]3)[C:5]=2[C:4](=[O:15])[N:3]1[CH2:17][C:18]1[O:19][C:20]([C:23]([F:26])([F:25])[F:24])=[CH:21][CH:22]=1. (4) Given the reactants [C:1]1([CH2:11][C:12]([NH:14][C@H:15]([C:20]([NH:22][C@H:23]([CH:32]=[O:33])[CH2:24][C:25](=NNC(N)=O)[OH:26])=[O:21])[CH2:16][CH:17]([CH3:19])[CH3:18])=[O:13])[C:10]2[C:5](=[CH:6][CH:7]=[CH:8][CH:9]=2)[CH:4]=[CH:3][CH:2]=1.C(O)(=[O:36])C.CO, predict the reaction product. The product is: [C:1]1([CH2:11][C:12]([NH:14][C@H:15]([C:20]([NH:22][C@H:23]([CH:32]=[O:33])[CH2:24][C:25]([OH:26])=[O:36])=[O:21])[CH2:16][CH:17]([CH3:19])[CH3:18])=[O:13])[C:10]2[C:5](=[CH:6][CH:7]=[CH:8][CH:9]=2)[CH:4]=[CH:3][CH:2]=1. (5) Given the reactants [CH2:1]([O:8][N:9]1[C:18]2[C:13](=[CH:14][CH:15]=[CH:16][N:17]=2)[C:12]([N:19]2[CH2:28][CH2:27][C:26]3[C:21](=[CH:22][C:23]([C:29]([O:31]C)=[O:30])=[CH:24][CH:25]=3)[CH2:20]2)=[CH:11][C:10]1=[O:33])[C:2]1[CH:7]=[CH:6][CH:5]=[CH:4][CH:3]=1.O([Si](C)(C)C)[K], predict the reaction product. The product is: [CH2:1]([O:8][N:9]1[C:18]2[C:13](=[CH:14][CH:15]=[CH:16][N:17]=2)[C:12]([N:19]2[CH2:28][CH2:27][C:26]3[C:21](=[CH:22][C:23]([C:29]([OH:31])=[O:30])=[CH:24][CH:25]=3)[CH2:20]2)=[CH:11][C:10]1=[O:33])[C:2]1[CH:7]=[CH:6][CH:5]=[CH:4][CH:3]=1.